Dataset: Forward reaction prediction with 1.9M reactions from USPTO patents (1976-2016). Task: Predict the product of the given reaction. (1) Given the reactants C(NC(C)C)(C)C.[CH2:8]([Li])[CH2:9][CH2:10][CH3:11].C[C:14]1[N:22]=CC=C[C:15]=1[C:16](O)=[O:17].[CH:23](=O)[C:24]1[CH:29]=[CH:28][CH:27]=[CH:26][CH:25]=1.C1C[O:34]CC1, predict the reaction product. The product is: [C:24]1([C:23]2[N:22]=[C:14]3[C:15](=[O:34])[CH2:16][O:17][CH2:8][C:9]3=[CH:10][CH:11]=2)[CH:29]=[CH:28][CH:27]=[CH:26][CH:25]=1. (2) Given the reactants [NH2:1][C:2]1[CH:3]=[C:4]([CH:16]=[CH:17][CH:18]=1)[O:5][C:6]1[CH:11]=[CH:10][N:9]=[C:8]2[NH:12][C:13](=[O:15])[NH:14][C:7]=12.[F:19][C:20]([F:33])([F:32])[O:21][C:22]1[CH:23]=[C:24]([S:28](Cl)(=[O:30])=[O:29])[CH:25]=[CH:26][CH:27]=1, predict the reaction product. The product is: [O:15]=[C:13]1[NH:12][C:8]2=[N:9][CH:10]=[CH:11][C:6]([O:5][C:4]3[CH:3]=[C:2]([NH:1][S:28]([C:24]4[CH:25]=[CH:26][CH:27]=[C:22]([O:21][C:20]([F:19])([F:32])[F:33])[CH:23]=4)(=[O:30])=[O:29])[CH:18]=[CH:17][CH:16]=3)=[C:7]2[NH:14]1.